Task: Regression/Classification. Given a drug SMILES string, predict its absorption, distribution, metabolism, or excretion properties. Task type varies by dataset: regression for continuous measurements (e.g., permeability, clearance, half-life) or binary classification for categorical outcomes (e.g., BBB penetration, CYP inhibition). Dataset: cyp2c9_veith.. Dataset: CYP2C9 inhibition data for predicting drug metabolism from PubChem BioAssay (1) The molecule is COCCn1c(=O)c(C)nc2cnc(Nc3ccccc3)nc21. The result is 0 (non-inhibitor). (2) The drug is C/C(CC(=O)Nc1cccc2c1CCCC2)=N\NC(=O)c1ccccc1N. The result is 1 (inhibitor). (3) The drug is CCOCC(=O)Nc1cc(C(=O)Nc2ccccc2)ccc1Cl. The result is 1 (inhibitor). (4) The drug is O=C(c1cccc(F)c1)N1CCC2(CCN(Cc3ccccc3)CC2)CC1. The result is 0 (non-inhibitor). (5) The compound is N#Cc1ccc(CN2CC[C@@]3(CCCN(C(=O)c4cnccn4)C3)C2)cc1. The result is 0 (non-inhibitor).